From a dataset of Forward reaction prediction with 1.9M reactions from USPTO patents (1976-2016). Predict the product of the given reaction. (1) Given the reactants [Cl:1][C:2]1[C:32]([CH3:33])=[CH:31][C:5]([O:6][CH2:7][CH2:8][CH2:9][C:10]2[C:18]3[C:13](=[C:14]([C:19]4[N:23]([CH3:24])[N:22]=[CH:21][CH:20]=4)[CH:15]=[CH:16][CH:17]=3)[N:12]([CH2:25][CH2:26][C:27]([OH:29])=O)[C:11]=2[CH3:30])=[CH:4][C:3]=1[CH3:34].[CH3:35][S:36]([NH2:39])(=[O:38])=[O:37].CCN=C=NCCCN(C)C, predict the reaction product. The product is: [Cl:1][C:2]1[C:3]([CH3:34])=[CH:4][C:5]([O:6][CH2:7][CH2:8][CH2:9][C:10]2[C:18]3[C:13](=[C:14]([C:19]4[N:23]([CH3:24])[N:22]=[CH:21][CH:20]=4)[CH:15]=[CH:16][CH:17]=3)[N:12]([CH2:25][CH2:26][C:27]([NH:39][S:36]([CH3:35])(=[O:38])=[O:37])=[O:29])[C:11]=2[CH3:30])=[CH:31][C:32]=1[CH3:33]. (2) Given the reactants [NH2:1][C:2]1[CH:7]=[CH:6][CH:5]=[CH:4][C:3]=1[SH:8].[CH3:9][C:10]1([CH3:18])[NH:15][C:14](=[O:16])[CH2:13][C:12](=O)[CH2:11]1, predict the reaction product. The product is: [CH3:9][C:10]1([CH3:18])[NH:15][C:14](=[O:16])[C:13]2[S:8][C:3]3[CH:4]=[CH:5][CH:6]=[CH:7][C:2]=3[NH:1][C:12]=2[CH2:11]1. (3) Given the reactants [O:1]=[C:2]1[C:10]2[C:5](=[CH:6][CH:7]=[CH:8][CH:9]=2)[C:4](=[O:11])[N:3]1[CH2:12][C:13]#[C:14][C:15]1[CH:16]=[CH:17][C:18]([C:21]#[C:22][CH2:23][N:24]2[C:32](=[O:33])[C:31]3[C:26](=[CH:27][CH:28]=[CH:29][CH:30]=3)[C:25]2=[O:34])=[N:19][CH:20]=1.C(O)(=O)C.[H][H], predict the reaction product. The product is: [O:11]=[C:4]1[C:5]2[C:10](=[CH:9][CH:8]=[CH:7][CH:6]=2)[C:2](=[O:1])[N:3]1[CH2:12][CH2:13][CH2:14][C:15]1[CH:16]=[CH:17][C:18]([CH2:21][CH2:22][CH2:23][N:24]2[C:32](=[O:33])[C:31]3[C:26](=[CH:27][CH:28]=[CH:29][CH:30]=3)[C:25]2=[O:34])=[N:19][CH:20]=1.